Dataset: Reaction yield outcomes from USPTO patents with 853,638 reactions. Task: Predict the reaction yield, written as a fraction of the theoretical maximum amount of product (1.0 means a 100% yield; for example, 0.34 means a 34% yield). (1) The reactants are FC(F)(F)S(O[C:7]1[CH2:8][CH2:9][N:10]([C:13]([O:15][C:16]([CH3:19])([CH3:18])[CH3:17])=[O:14])[CH2:11][CH:12]=1)(=O)=O.[F:22][C:23]([F:35])([F:34])[O:24][C:25]1[CH:30]=[CH:29][C:28](B(O)O)=[CH:27][CH:26]=1.C([O-])([O-])=O.[Na+].[Na+]. The catalyst is COCCOC.C1C=CC([P]([Pd]([P](C2C=CC=CC=2)(C2C=CC=CC=2)C2C=CC=CC=2)([P](C2C=CC=CC=2)(C2C=CC=CC=2)C2C=CC=CC=2)[P](C2C=CC=CC=2)(C2C=CC=CC=2)C2C=CC=CC=2)(C2C=CC=CC=2)C2C=CC=CC=2)=CC=1. The product is [F:22][C:23]([F:34])([F:35])[O:24][C:25]1[CH:30]=[CH:29][C:28]([C:7]2[CH2:8][CH2:9][N:10]([C:13]([O:15][C:16]([CH3:17])([CH3:18])[CH3:19])=[O:14])[CH2:11][CH:12]=2)=[CH:27][CH:26]=1. The yield is 0.520. (2) The reactants are C([O-])(O)=[O:2].[Na+].[Cl:6][C:7]1[CH:12]=[C:11]([O:13][C:14]2[N:19]=[CH:18][CH:17]=[CH:16][N:15]=2)[CH:10]=[CH:9][C:8]=1[C:20]1[C:29]([F:30])=[CH:28][C:27]2[N:26]=[CH:25][C:24]3[N:31]=[C:32]([CH3:48])[N:33]([C@H:34]4[CH2:39][CH2:38][N:37]([CH:40](CC=O)[C:41]([O-:43])=O)[CH2:36][C@@H:35]4[F:47])[C:23]=3[C:22]=2[CH:21]=1.CO.C(Cl)Cl. The catalyst is CO. The product is [Cl:6][C:7]1[CH:12]=[C:11]([O:13][C:14]2[N:19]=[CH:18][CH:17]=[CH:16][N:15]=2)[CH:10]=[CH:9][C:8]=1[C:20]1[C:29]([F:30])=[CH:28][C:27]2[N:26]=[CH:25][C:24]3[N:31]=[C:32]([CH3:48])[N:33]([C@H:34]4[CH2:39][CH2:38][N:37]([C:40](=[O:2])[CH2:41][OH:43])[CH2:36][C@@H:35]4[F:47])[C:23]=3[C:22]=2[CH:21]=1. The yield is 0.810. (3) The reactants are [Br:1][C:2]1[CH:3]=[C:4]([C:15]([NH:17][CH2:18][C:19]2[C:20]([O:28]C)=[N:21][C:22]([CH2:26][OH:27])=[CH:23][C:24]=2[CH3:25])=[O:16])[C:5]2[C:6]([CH3:14])=[CH:7][N:8]([CH:11]([CH3:13])[CH3:12])[C:9]=2[CH:10]=1.Cl. The catalyst is O1CCCC1. The product is [Br:1][C:2]1[CH:3]=[C:4]([C:15]([NH:17][CH2:18][C:19]2[C:20](=[O:28])[NH:21][C:22]([CH2:26][OH:27])=[CH:23][C:24]=2[CH3:25])=[O:16])[C:5]2[C:6]([CH3:14])=[CH:7][N:8]([CH:11]([CH3:13])[CH3:12])[C:9]=2[CH:10]=1. The yield is 0.390. (4) The reactants are [C:1]([C:4]1[C:9]([NH:10][C:11]([CH:13]2[CH2:18][CH2:17][N:16]([C:19]([O:21][C:22]([CH3:25])([CH3:24])[CH3:23])=[O:20])[CH2:15][CH2:14]2)=O)=[CH:8][CH:7]=[CH:6][C:5]=1[C:26]1[CH:31]=[CH:30][CH:29]=[CH:28][CH:27]=1)(=[O:3])[NH2:2].C[O-].[Na+]. The catalyst is CO. The product is [O:3]=[C:1]1[C:4]2[C:9](=[CH:8][CH:7]=[CH:6][C:5]=2[C:26]2[CH:31]=[CH:30][CH:29]=[CH:28][CH:27]=2)[N:10]=[C:11]([CH:13]2[CH2:18][CH2:17][N:16]([C:19]([O:21][C:22]([CH3:25])([CH3:24])[CH3:23])=[O:20])[CH2:15][CH2:14]2)[NH:2]1. The yield is 0.670. (5) The reactants are ClC1C=CC=C(C(OO)=[O:9])C=1.[CH2:12]([O:19][C:20]([N:22]1[CH2:28][CH:27]=[CH:26][CH2:25][CH2:24][CH:23]1[CH3:29])=[O:21])[C:13]1[CH:18]=[CH:17][CH:16]=[CH:15][CH:14]=1. The catalyst is C(Cl)Cl. The product is [CH2:12]([O:19][C:20]([N:22]1[C@H:23]([CH3:29])[CH2:24][CH2:25][C@H:26]2[C@@H:27]([O:9]2)[CH2:28]1)=[O:21])[C:13]1[CH:14]=[CH:15][CH:16]=[CH:17][CH:18]=1. The yield is 0.750. (6) The reactants are C(OC([N:8]1[CH2:13][CH2:12][CH:11]([O:14][NH:15][C:16]([C:18]2[CH:19]=[C:20]3[CH:25]=[CH:24][N:23]=[CH:22][N:21]3[C:26]=2[NH:27][C:28]2[CH:33]=[CH:32][C:31]([I:34])=[CH:30][C:29]=2[F:35])=[O:17])[CH2:10][CH2:9]1)=O)(C)(C)C. The catalyst is Cl.O1CCOCC1. The product is [NH:8]1[CH2:13][CH2:12][CH:11]([O:14][NH:15][C:16]([C:18]2[CH:19]=[C:20]3[CH:25]=[CH:24][N:23]=[CH:22][N:21]3[C:26]=2[NH:27][C:28]2[CH:33]=[CH:32][C:31]([I:34])=[CH:30][C:29]=2[F:35])=[O:17])[CH2:10][CH2:9]1. The yield is 0.250. (7) The reactants are [Cl:1][C:2]1[N:7]=[C:6](Cl)[C:5]([F:9])=[CH:4][N:3]=1.C([O-])([O-])=O.[Na+].[Na+].[NH:16]1[C:24]2[C:19](=[CH:20][C:21]([NH2:25])=[CH:22][CH:23]=2)[CH:18]=[N:17]1. The catalyst is CCO. The product is [Cl:1][C:2]1[N:7]=[C:6]([NH:25][C:21]2[CH:20]=[C:19]3[C:24](=[CH:23][CH:22]=2)[NH:16][N:17]=[CH:18]3)[C:5]([F:9])=[CH:4][N:3]=1. The yield is 0.0970. (8) The reactants are C([O:4][CH2:5][C@@H:6]1[C@@H:11]([O:12]C(=O)C)[C@H:10]([O:16]C(=O)C)[C@@:9]([O:21]C(=O)C)([CH3:20])[C@@H:8]([O:25][C:26]2[CH:31]=[CH:30][C:29]([Br:32])=[CH:28][C:27]=2[Cl:33])[O:7]1)(=O)C.C[O-].[Na+]. The catalyst is CO. The product is [Br:32][C:29]1[CH:30]=[CH:31][C:26]([O:25][C@@H:8]2[C@@:9]([CH3:20])([OH:21])[C@@H:10]([OH:16])[C@H:11]([OH:12])[C@@H:6]([CH2:5][OH:4])[O:7]2)=[C:27]([Cl:33])[CH:28]=1. The yield is 0.861. (9) The product is [C:1](/[C:3](=[CH:34]\[CH:31]1[CH2:33][CH2:32]1)/[C:4]([N:6]1[CH2:7][CH:8]([N:10]2[CH:14]=[C:13]([C:15]([NH2:17])=[O:16])[C:12]([C:18]3[CH:23]=[CH:22][C:21]([O:24][C:25]4[CH:30]=[CH:29][CH:28]=[CH:27][CH:26]=4)=[CH:20][CH:19]=3)=[N:11]2)[CH2:9]1)=[O:5])#[N:2]. The catalyst is N1CCCCC1.CCO. The reactants are [C:1]([CH2:3][C:4]([N:6]1[CH2:9][CH:8]([N:10]2[CH:14]=[C:13]([C:15]([NH2:17])=[O:16])[C:12]([C:18]3[CH:23]=[CH:22][C:21]([O:24][C:25]4[CH:30]=[CH:29][CH:28]=[CH:27][CH:26]=4)=[CH:20][CH:19]=3)=[N:11]2)[CH2:7]1)=[O:5])#[N:2].[CH:31]1([CH:34]=O)[CH2:33][CH2:32]1. The yield is 0.130.